This data is from Experimentally validated miRNA-target interactions with 360,000+ pairs, plus equal number of negative samples. The task is: Binary Classification. Given a miRNA mature sequence and a target amino acid sequence, predict their likelihood of interaction. (1) The miRNA is hsa-miR-326 with sequence CCUCUGGGCCCUUCCUCCAG. The protein sequence of the target gene is MEVQLGLGRVYPRPPSKTYRGAFQNLFQSVREVIQNPGPRHPEAASAAPPGASLLLLQQQQQQQQQQQQQQQQQQQQQQQETSPRQQQQQQGEDGSPQAHRRGPTGYLVLDEEQQPSQPQSALECHPERGCVPEPGAAVAASKGLPQQLPAPPDEDDSAAPSTLSLLGPTFPGLSSCSADLKDILSEASTMQLLQQQQQEAVSEGSSSGRAREASGAPTSSKDNYLGGTSTISDNAKELCKAVSVSMGLGVEALEHLSPGEQLRGDCMYAPLLGVPPAVRPTPCAPLAECKGSLLDDSAG.... Result: 1 (interaction). (2) The miRNA is hsa-miR-4742-3p with sequence UCUGUAUUCUCCUUUGCCUGCAG. The protein sequence of the target gene is MPLELELCPGRWVGGKHPCFIIAEIGQNHQGDIDVAKRMIRTAKECGADCAKFQKSELEFKFNRKALERPYTSKHSWGKTYGEHKRHLEFSHDQYKELQSYAQEIGIFFTASGMDEMAVEFLHELNVPFFKVGSGDTNNFPYLEKTAKKGRPMVISSGMQSMDTMKQVYQIVKPLNPNFCFLQCTSAYPLQPEDANLRVISEYQKLFPDIPIGYSGHETGIAISVAAVALGAKVLERHITLDKTWKGSDHSASLEPGELAELVRSVRLVERALGSPTKQLLPCEMACNEKLGKSVVAKVK.... Result: 0 (no interaction). (3) The miRNA is hsa-miR-517c-3p with sequence AUCGUGCAUCCUUUUAGAGUGU. The protein sequence of the target gene is MCPRAARAPATLLLALGAVLWPAAGAWELTILHTNDVHSRLEQTSEDSSKCVNASRCMGGVARLFTKVQQIRRAEPNVLLLDAGDQYQGTIWFTVYKGAEVAHFMNALRYDAMALGNHEFDNGVEGLIEPLLKEAKFPILSANIKAKGPLASQISGLYLPYKVLPVGDEVVGIVGYTSKETPFLSNPGTNLVFEDEITALQPEVDKLKTLNVNKIIALGHSGFEMDKLIAQKVRGVDVVVGGHSNTFLYTGNPPSKEVPAGKYPFIVTSDDGRKVPVVQAYAFGKYLGYLKIEFDERGNV.... Result: 0 (no interaction). (4) The miRNA is hsa-miR-4525 with sequence GGGGGGAUGUGCAUGCUGGUU. The protein sequence of the target gene is MESMFSSPAEAALQRETGVPGLLTPLPDLDGVYELERVAGFVRDLGCERVALQFPDQLLGDAVAVAARLEETTGSKMFILGDTAYGSCCVDVLGAEQAGAQALIHFGPACLSPPARPLPVAFVLRQRSVALELCVKAFEAQNPDPKAPVVLLSEPACAHALEALATLLRPRYLDLLVSSPAFPQPVGSLSPEPMPLERFGRRFPLAPGRRLEEYGAFYVGGSKASPDPDLDPDLSRLLLGWAPGQPFSSCCPDTGKTQDEGARAGRLRARRRYLVERARDARVVGLLAGTLGVAQHREAL.... Result: 1 (interaction). (5) The miRNA is hsa-miR-103b with sequence UCAUAGCCCUGUACAAUGCUGCU. The protein sequence of the target gene is MSLLNCENSCGSSQSESDCCVAMASSCSAVTKDDSVGGTASTGNLSSSFMEEIQGYDVEFDPPLESKYECPICLMALREAVQTPCGHRFCKACIIKSIRDAGHKCPVDNEILLENQLFPDNFAKREILSLMVKCPNEGCLHKMELRHLEDHQAHCEFALMDCPQCQRPFQKFHINIHILKDCPRRQVSCDNCAASMAFEDKEIHDQNCPLANVICEYCNTILIREQMPNHYDLDCPTAPIPCTFSTFGCHEKMQRNHLARHLQENTQSHMRMLAQAVHSLSVIPDSGYISEVRNFQETIH.... Result: 0 (no interaction). (6) The miRNA is hsa-miR-1224-5p with sequence GUGAGGACUCGGGAGGUGG. The protein sequence of the target gene is MRRSEVLAEESIVCLQKALNHLREIWELIGIPEDQRLQRTEVVKKHIKELLDMMIAEEESLKERLIKSISVCQKELNTLCSELHVEPFQEEGETTILQLEKDLRTQVELMRKQKKERKQELKLLQEQDQELCEILCMPHYDIDSASVPSLEELNQFRQHVTTLRETKASRREEFVSIKRQIILCMEALDHTPDTSFERDVVCEDEDAFCLSLENIATLQKLLRQLEMQKSQNEAVCEGLRTQIRELWDRLQIPEEEREAVATIMSGSKAKVRKALQLEVDRLEELKMQNMKKVIEAIRVE.... Result: 0 (no interaction). (7) The miRNA is hsa-miR-192-5p with sequence CUGACCUAUGAAUUGACAGCC. The protein sequence of the target gene is MKMADAKQKRNEQLKRWIGSETDLEPPVVKRQKTKVKFDDGAVFLAACSSGDTDEVLKLLHRGADINYANVDGLTALHQACIDDNVDMVKFLVENGANINQPDNEGWIPLHAAASCGYLDIAEFLIGQGAHVGAVNSEGDTPLDIAEEEAMEELLQNEVNRQGVDIEAARKEEERIMLRDARQWLNSGHINDVRHAKSGGTALHVAAAKGYTEVLKLLIQAGYDVNIKDYDGWTPLHAAAHWGKEEACRILVDNLCDMEMVNKVGQTAFDVADEDILGYLEELQKKQNLLHSEKRDKKSP.... Result: 1 (interaction). (8) The miRNA is hsa-miR-3199 with sequence AGGGACUGCCUUAGGAGAAAGUU. The protein sequence of the target gene is MGKISSLPTQLFKICLCDFLKIKIHIMSSSHLFYLALCLLTFTSSTTAGPETLCGAELVDALQFVCGPRGFYFNKPTGYGSSIRRAPQTGIVDECCFRSCDLRRLEMYCAPLKPTKAARSIRAQRHTDMPKTQKEVHLKNTSRGSAGNKTYRM. Result: 0 (no interaction). (9) The miRNA is hsa-miR-212-3p with sequence UAACAGUCUCCAGUCACGGCC. The protein sequence of the target gene is MAKVQVNNVVVLDNPSPFYNPFQFEITFECIEDLSEDLEWKIIYVGSAESEEYDQVLDSVLVGPVPAGRHMFVFQADAPNPGLIPDADAVGVTVVLITCTYRGQEFIRVGYYVNNEYTETELRENPPVKPDFSKLQRNILASNPRVTRFHINWEDNTEKLEDAESSNPNLQSLLSTDALPSASKGWSTSENSLNVMLESHMDCM. Result: 1 (interaction). (10) The miRNA is mmu-miR-133a-3p with sequence UUUGGUCCCCUUCAACCAGCUG. The protein sequence of the target gene is MAKWGEGDPRWIVEERADATNVNNWHWTERDASNWSTDKLKTLFLAVQVQNEEGKCEVTEVSKLDGEASINNRKGKLIFFYEWSVKLNWTGTSKSGVQYKGHVEIPNLSDENSVDEVEISVSLAKDEPDTNLVALMKEEGVKLLREAMGIYISTLKTEFTQGMILPTMNGESVDPVGQPALKTEERKAKPAPSKTQARPVGVKIPTCKITLKETFLTSPEELYRVFTTQELVQAFTHAPATLEADRGGKFHMVDGNVSGEFTDLVPEKHIVMKWRFKSWPEGHFATITLTFIDKNGETEL.... Result: 0 (no interaction).